From a dataset of Reaction yield outcomes from USPTO patents with 853,638 reactions. Predict the reaction yield, written as a fraction of the theoretical maximum amount of product (1.0 means a 100% yield; for example, 0.34 means a 34% yield). (1) The yield is 0.830. The product is [N:10]1[CH:15]=[CH:14][CH:13]=[CH:12][C:11]=1[CH2:16][O:1][C:2]1[CH:9]=[CH:8][C:5]([CH:6]=[O:7])=[CH:4][CH:3]=1. The catalyst is CN(C)C=O. The reactants are [OH:1][C:2]1[CH:9]=[CH:8][C:5]([CH:6]=[O:7])=[CH:4][CH:3]=1.[N:10]1[CH:15]=[CH:14][CH:13]=[CH:12][C:11]=1[CH2:16]Cl.C(=O)([O-])[O-].[K+].[K+]. (2) The reactants are [CH2:1]([O:8][C:9]([NH:11][C@@H:12]([CH2:17][O:18][CH2:19][C@H:20]([O:30][CH2:31][C:32]([CH3:34])=[CH2:33])[C@@H:21]([O:25][CH2:26][C:27]([CH3:29])=[CH2:28])[C@@H:22]([OH:24])[CH3:23])[C:13](OC)=[O:14])=[O:10])[C:2]1[CH:7]=[CH:6][CH:5]=[CH:4][CH:3]=1.[Li+].[OH-].CC1C=CC=C([N+]([O-])=O)C=1C(OC(C1C([N+]([O-])=O)=CC=CC=1C)=O)=O. The catalyst is C1COCC1.O.CCOC(C)=O.C1(C)C=CC=CC=1.CN(C1C=CN=CC=1)C. The product is [CH3:23][C@@H:22]1[O:24][C:13](=[O:14])[C@@H:12]([NH:11][C:9](=[O:10])[O:8][CH2:1][C:2]2[CH:7]=[CH:6][CH:5]=[CH:4][CH:3]=2)[CH2:17][O:18][CH2:19][C@H:20]([O:30][CH2:31][C:32]([CH3:34])=[CH2:33])[C@H:21]1[O:25][CH2:26][C:27]([CH3:29])=[CH2:28]. The yield is 0.620.